This data is from NCI-60 drug combinations with 297,098 pairs across 59 cell lines. The task is: Regression. Given two drug SMILES strings and cell line genomic features, predict the synergy score measuring deviation from expected non-interaction effect. (1) Drug 1: CN(CC1=CN=C2C(=N1)C(=NC(=N2)N)N)C3=CC=C(C=C3)C(=O)NC(CCC(=O)O)C(=O)O. Drug 2: CCC(=C(C1=CC=CC=C1)C2=CC=C(C=C2)OCCN(C)C)C3=CC=CC=C3.C(C(=O)O)C(CC(=O)O)(C(=O)O)O. Cell line: U251. Synergy scores: CSS=26.9, Synergy_ZIP=7.73, Synergy_Bliss=10.8, Synergy_Loewe=-46.0, Synergy_HSA=3.85. (2) Drug 1: CC1OCC2C(O1)C(C(C(O2)OC3C4COC(=O)C4C(C5=CC6=C(C=C35)OCO6)C7=CC(=C(C(=C7)OC)O)OC)O)O. Drug 2: CC1C(C(CC(O1)OC2CC(CC3=C2C(=C4C(=C3O)C(=O)C5=CC=CC=C5C4=O)O)(C(=O)C)O)N)O. Cell line: CCRF-CEM. Synergy scores: CSS=53.9, Synergy_ZIP=-6.88, Synergy_Bliss=-8.61, Synergy_Loewe=-2.37, Synergy_HSA=-1.19. (3) Drug 1: CCC(=C(C1=CC=CC=C1)C2=CC=C(C=C2)OCCN(C)C)C3=CC=CC=C3.C(C(=O)O)C(CC(=O)O)(C(=O)O)O. Drug 2: CC=C1C(=O)NC(C(=O)OC2CC(=O)NC(C(=O)NC(CSSCCC=C2)C(=O)N1)C(C)C)C(C)C. Cell line: OVCAR-8. Synergy scores: CSS=23.4, Synergy_ZIP=2.76, Synergy_Bliss=-1.40, Synergy_Loewe=-49.8, Synergy_HSA=-6.77. (4) Drug 1: C1=C(C(=O)NC(=O)N1)F. Drug 2: C(=O)(N)NO. Cell line: UACC-257. Synergy scores: CSS=16.0, Synergy_ZIP=-2.36, Synergy_Bliss=-1.55, Synergy_Loewe=-9.03, Synergy_HSA=-3.37.